From a dataset of Full USPTO retrosynthesis dataset with 1.9M reactions from patents (1976-2016). Predict the reactants needed to synthesize the given product. (1) Given the product [CH2:1]([O:8][C:9](=[NH:13])[C:10]([C:11]#[N:12])=[C:24]([SH:25])[NH:23][C:21]([O:14][C:15]1[CH:20]=[CH:19][CH:18]=[CH:17][CH:16]=1)=[O:22])[C:2]1[CH:7]=[CH:6][CH:5]=[CH:4][CH:3]=1, predict the reactants needed to synthesize it. The reactants are: [CH2:1]([O:8][C:9](=[NH:13])[CH2:10][C:11]#[N:12])[C:2]1[CH:7]=[CH:6][CH:5]=[CH:4][CH:3]=1.[O:14]([C:21]([N:23]=[C:24]=[S:25])=[O:22])[C:15]1[CH:20]=[CH:19][CH:18]=[CH:17][CH:16]=1. (2) Given the product [OH:4][CH2:5][CH2:6][CH2:7][CH2:8][CH2:9][C:10]([CH:12]1[CH2:21][C:20]2[C:15]3=[C:16]([CH2:22][C:23](=[O:24])[N:14]3[CH2:13]1)[CH:17]=[CH:18][CH:19]=2)=[O:11], predict the reactants needed to synthesize it. The reactants are: C([O:4][CH2:5][CH2:6][CH2:7][CH2:8][CH2:9][C:10]([CH:12]1[CH2:21][C:20]2[C:15]3=[C:16]([CH2:22][C:23](=[O:24])[N:14]3[CH2:13]1)[CH:17]=[CH:18][CH:19]=2)=[O:11])(=O)C.O.CC1C=CC(S(O)(=O)=O)=CC=1. (3) Given the product [F:33][C:2]([F:1])([F:32])[C:3]1[CH:27]=[C:26]([C:28]([F:29])([F:31])[F:30])[CH:25]=[CH:24][C:4]=1[CH2:5][N:6]1[C:14]2[C:9](=[CH:10][C:11]([CH:15]=[C:16]3[S:20][C:19]([N:34]4[CH2:39][CH2:38][CH:37]([C:40]([NH2:42])=[O:41])[CH2:36][CH2:35]4)=[N:18][C:17]3=[O:23])=[CH:12][CH:13]=2)[CH:8]=[N:7]1, predict the reactants needed to synthesize it. The reactants are: [F:1][C:2]([F:33])([F:32])[C:3]1[CH:27]=[C:26]([C:28]([F:31])([F:30])[F:29])[CH:25]=[CH:24][C:4]=1[CH2:5][N:6]1[C:14]2[C:9](=[CH:10][C:11]([CH:15]=[C:16]3[S:20][C:19](SC)=[N:18][C:17]3=[O:23])=[CH:12][CH:13]=2)[CH:8]=[N:7]1.[NH:34]1[CH2:39][CH2:38][CH:37]([C:40]([NH2:42])=[O:41])[CH2:36][CH2:35]1. (4) Given the product [CH2:21]([O:22][C:23](=[O:24])[CH2:5][CH2:6][CH2:7][CH2:8][CH2:9][CH2:10][C:11]1[CH2:13][CH:12]=1)[CH3:14], predict the reactants needed to synthesize it. The reactants are: C(C[CH2:5][CH2:6][CH2:7][CH2:8][CH2:9][CH2:10][C:11]1[CH2:13][CH:12]=1)(O)=O.[CH2:14](N(CC)CC)C.[CH3:21][O:22][C:23](Cl)=[O:24].